This data is from Full USPTO retrosynthesis dataset with 1.9M reactions from patents (1976-2016). The task is: Predict the reactants needed to synthesize the given product. Given the product [CH2:40]([O:39][C:37](=[O:38])[NH:26][C@@H:21]1[CH2:20][C:19]2[C:23](=[CH:24][CH:25]=[C:17]([Br:16])[CH:18]=2)[CH2:22]1)[C:41]1[CH:46]=[CH:45][CH:44]=[CH:43][CH:42]=1, predict the reactants needed to synthesize it. The reactants are: [C@@]12(CS(O)(=O)=O)C(C)(C)C(CC1)CC2=O.[Br:16][C:17]1[CH:18]=[C:19]2[C:23](=[CH:24][CH:25]=1)[CH2:22][C@H:21]([NH2:26])[CH2:20]2.CCN(C(C)C)C(C)C.Cl[C:37]([O:39][CH2:40][C:41]1[CH:46]=[CH:45][CH:44]=[CH:43][CH:42]=1)=[O:38].O.